This data is from Full USPTO retrosynthesis dataset with 1.9M reactions from patents (1976-2016). The task is: Predict the reactants needed to synthesize the given product. (1) Given the product [Cl:1][C:2]1[N:7]=[C:6]([NH:8][NH:9][C:10](=[O:29])[C@H:11]([CH2:23][CH:24]2[CH2:25][CH2:26][CH2:27][CH2:28]2)[CH2:12][N:13]([OH:16])[CH:14]=[O:15])[C:5]([F:30])=[C:4]([N:31]2[CH2:37][CH:36]([N:38]([CH3:40])[CH3:39])[C:33]3([CH2:35][CH2:34]3)[CH2:32]2)[N:3]=1, predict the reactants needed to synthesize it. The reactants are: [Cl:1][C:2]1[N:7]=[C:6]([NH:8][NH:9][C:10](=[O:29])[C@H:11]([CH2:23][CH:24]2[CH2:28][CH2:27][CH2:26][CH2:25]2)[CH2:12][N:13]([O:16]C2CCCCO2)[CH:14]=[O:15])[C:5]([F:30])=[C:4]([N:31]2[CH2:37][CH:36]([N:38]([CH3:40])[CH3:39])[C:33]3([CH2:35][CH2:34]3)[CH2:32]2)[N:3]=1. (2) The reactants are: [O:1]1CCO[CH:2]1[C:6]1[CH:7]=[C:8]2[C:12](=[CH:13][CH:14]=1)[NH:11][N:10]=[C:9]2[NH2:15].C1(C)C=CC(S(O)(=O)=O)=CC=1.C(OCC)(=O)C. Given the product [NH2:15][C:9]1[C:8]2[C:12](=[CH:13][CH:14]=[C:6]([CH:2]=[O:1])[CH:7]=2)[NH:11][N:10]=1, predict the reactants needed to synthesize it. (3) Given the product [Cl:29][C:30]1[CH:35]=[CH:34][C:33]([CH:36]([NH:38][C:24]([C:20]2[N:21]([CH3:23])[CH:22]=[C:18]([NH:17][C:15]([C:10]3[C:9]([C:6]4[CH:7]=[CH:8][C:3]([C:2]([F:1])([F:27])[F:28])=[CH:4][CH:5]=4)=[CH:14][CH:13]=[CH:12][CH:11]=3)=[O:16])[CH:19]=2)=[O:26])[CH3:37])=[CH:32][CH:31]=1, predict the reactants needed to synthesize it. The reactants are: [F:1][C:2]([F:28])([F:27])[C:3]1[CH:8]=[CH:7][C:6]([C:9]2[C:10]([C:15]([NH:17][C:18]3[CH:19]=[C:20]([C:24]([OH:26])=O)[N:21]([CH3:23])[CH:22]=3)=[O:16])=[CH:11][CH:12]=[CH:13][CH:14]=2)=[CH:5][CH:4]=1.[Cl:29][C:30]1[CH:35]=[CH:34][C:33]([CH:36]([NH2:38])[CH3:37])=[CH:32][CH:31]=1.CN(C(ON1N=NC2C=CC=CC1=2)=[N+](C)C)C.[B-](F)(F)(F)F.ClCl. (4) Given the product [CH2:15]([CH:8]1[CH2:7][CH2:6][C:5]2[C:10](=[CH:11][CH:12]=[C:3]([O:2][CH3:1])[CH:4]=2)[C:9]1=[O:13])[CH2:16][CH2:17][CH3:18], predict the reactants needed to synthesize it. The reactants are: [CH3:1][O:2][C:3]1[CH:4]=[C:5]2[C:10](=[CH:11][CH:12]=1)[C:9](=[O:13])[CH2:8][CH2:7][CH2:6]2.I[CH2:15][CH2:16][CH2:17][CH3:18].[H-].[Na+]. (5) Given the product [CH2:10]([O:9][C:8]1[CH:7]=[CH:6][C:5]([CH2:17][CH2:18][NH:19][C:43](=[O:44])[CH2:42][C:33]2[CH:34]=[CH:35][C:36]3[CH2:37][CH2:38][CH2:39][CH2:40][C:41]=3[CH:32]=2)=[CH:4][C:3]=1[O:2][CH3:1])[C:11]1[CH:12]=[CH:13][CH:14]=[CH:15][CH:16]=1, predict the reactants needed to synthesize it. The reactants are: [CH3:1][O:2][C:3]1[CH:4]=[C:5]([CH2:17][CH2:18][NH2:19])[CH:6]=[CH:7][C:8]=1[O:9][CH2:10][C:11]1[CH:16]=[CH:15][CH:14]=[CH:13][CH:12]=1.C(N(CC)CC)C.O1CCCC1.[CH:32]1[C:41]2[CH2:40][CH2:39][CH2:38][CH2:37][C:36]=2[CH:35]=[CH:34][C:33]=1[CH2:42][C:43](Cl)=[O:44].